This data is from Reaction yield outcomes from USPTO patents with 853,638 reactions. The task is: Predict the reaction yield, written as a fraction of the theoretical maximum amount of product (1.0 means a 100% yield; for example, 0.34 means a 34% yield). (1) The yield is 0.200. The catalyst is O1CCCC1.O.[Fe]. The reactants are [Cl:1][C:2]1[CH:7]=[CH:6][C:5]([N:8]2[N+:12]([O-])=[C:11]3[CH:14]=[C:15]([S:18]([CH3:21])(=[O:20])=[O:19])[CH:16]=[CH:17][C:10]3=[N:9]2)=[CH:4][CH:3]=1.[Cl-].[NH4+]. The product is [Cl:1][C:2]1[CH:7]=[CH:6][C:5]([N:8]2[N:9]=[C:10]3[CH:17]=[CH:16][C:15]([S:18]([CH3:21])(=[O:20])=[O:19])=[CH:14][C:11]3=[N:12]2)=[CH:4][CH:3]=1. (2) The reactants are [H-].[Na+].[C:3]([O:7][C:8]([N:10]1[C:18]2[C:13](=[CH:14][CH:15]=[CH:16][CH:17]=2)[CH2:12][C@H:11]1[CH2:19][OH:20])=[O:9])([CH3:6])([CH3:5])[CH3:4].[CH3:21]I. The catalyst is C1COCC1.[Cl-].[Na+].O. The product is [C:3]([O:7][C:8]([N:10]1[C:18]2[C:13](=[CH:14][CH:15]=[CH:16][CH:17]=2)[CH2:12][C@H:11]1[CH2:19][O:20][CH3:21])=[O:9])([CH3:6])([CH3:5])[CH3:4]. The yield is 0.470. (3) The reactants are [Br:1][C:2]1[CH:8]=[CH:7][C:5]([NH2:6])=[C:4]([O:9][CH3:10])[CH:3]=1.C(N(CC)CC)C.[C:18](Cl)(=[O:27])[CH2:19][CH2:20][C:21]1[CH:26]=[CH:25][CH:24]=[CH:23][CH:22]=1. The catalyst is ClCCl. The product is [Br:1][C:2]1[CH:8]=[CH:7][C:5]([NH:6][C:18](=[O:27])[CH2:19][CH2:20][C:21]2[CH:26]=[CH:25][CH:24]=[CH:23][CH:22]=2)=[C:4]([O:9][CH3:10])[CH:3]=1. The yield is 0.500. (4) The reactants are C(OC([N:8]1[CH2:13][CH2:12][C:11]([C:16]2[CH:21]=[CH:20][C:19]([Cl:22])=[CH:18][CH:17]=2)([O:14][CH3:15])[CH2:10][CH2:9]1)=O)(C)(C)C.FC(F)(F)C(O)=O. The catalyst is C(Cl)Cl. The product is [Cl:22][C:19]1[CH:20]=[CH:21][C:16]([C:11]2([O:14][CH3:15])[CH2:10][CH2:9][NH:8][CH2:13][CH2:12]2)=[CH:17][CH:18]=1. The yield is 0.970. (5) The catalyst is [C-]#[O+].C1C=CC(P(C2C=CC=CC=2)C2C=CC=CC=2)=CC=1.C1C=CC(P(C2C=CC=CC=2)C2C=CC=CC=2)=CC=1.C1C=CC(P(C2C=CC=CC=2)C2C=CC=CC=2)=CC=1.[Rh].O1CCCC1. The yield is 0.670. The product is [CH:1](/[NH:4][C:5](=[O:11])[O:6][C:7]([CH3:10])([CH3:9])[CH3:8])=[CH:2]\[CH3:3]. The reactants are [CH2:1]([NH:4][C:5](=[O:11])[O:6][C:7]([CH3:10])([CH3:9])[CH3:8])[CH:2]=[CH2:3].C(N(CC)CC)C. (6) The reactants are [F:1][C:2]1[CH:3]=[CH:4][C:5]([OH:11])=[C:6]([C:8](=[O:10])[CH3:9])[CH:7]=1.C(=O)([O-])[O-].[K+].[K+].BrC[C:20]([CH:22]1[CH2:27][CH2:26][CH2:25][CH2:24][CH2:23]1)=[O:21]. The catalyst is C(#N)C. The product is [CH:22]1([C:20]([C:9]2[O:11][C:5]3[CH:4]=[CH:3][C:2]([F:1])=[CH:7][C:6]=3[C:8]=2[OH:10])=[O:21])[CH2:27][CH2:26][CH2:25][CH2:24][CH2:23]1. The yield is 0.760. (7) The reactants are [Cl:1][C:2]1[C:3]([C:8]2[CH:9]=[C:10]3[C:14](=[CH:15][CH:16]=2)[NH:13][N:12]=[C:11]3[NH:17][C:18]2[S:19][C:20]([CH2:23][N:24]([CH3:26])[CH3:25])=[CH:21][N:22]=2)=[N:4][CH:5]=[CH:6][CH:7]=1.[H][H].[Cl-:29].C(OCC)(=O)C. The catalyst is C(OCC)(=O)C. The product is [ClH:1].[ClH:29].[ClH:1].[Cl:1][C:2]1[C:3]([C:8]2[CH:9]=[C:10]3[C:14](=[CH:15][CH:16]=2)[NH:13][N:12]=[C:11]3[NH:17][C:18]2[S:19][C:20]([CH2:23][N:24]([CH3:26])[CH3:25])=[CH:21][N:22]=2)=[N:4][CH:5]=[CH:6][CH:7]=1. The yield is 0.850.